Regression. Given a peptide amino acid sequence and an MHC pseudo amino acid sequence, predict their binding affinity value. This is MHC class I binding data. From a dataset of Peptide-MHC class I binding affinity with 185,985 pairs from IEDB/IMGT. The peptide sequence is KELSPRWYFY. The MHC is HLA-B18:01 with pseudo-sequence HLA-B18:01. The binding affinity (normalized) is 0.185.